Predict the product of the given reaction. From a dataset of Forward reaction prediction with 1.9M reactions from USPTO patents (1976-2016). (1) The product is: [CH3:20][C:21]1[C:22]([N:28]2[CH2:29][CH2:30][N:31]([C:14]([C:13]3[CH:12]=[CH:11][C:10]([C:7]4([N:6]5[CH2:5][CH2:4][O:3][C:2]5=[O:1])[CH2:8][CH2:9]4)=[CH:19][CH:18]=3)=[O:16])[CH2:32][CH2:33]2)=[N:23][CH:24]=[C:25]([CH3:27])[CH:26]=1. Given the reactants [O:1]=[C:2]1[N:6]([C:7]2([C:10]3[CH:19]=[CH:18][C:13]([C:14]([O:16]C)=O)=[CH:12][CH:11]=3)[CH2:9][CH2:8]2)[CH2:5][CH2:4][O:3]1.[CH3:20][C:21]1[C:22]([N:28]2[CH2:33][CH2:32][NH:31][CH2:30][CH2:29]2)=[N:23][CH:24]=[C:25]([CH3:27])[CH:26]=1, predict the reaction product. (2) Given the reactants O[CH:2]([C:21]1[CH:26]=[CH:25][CH:24]=[CH:23][C:22]=1[S:27]([N:30]1[CH2:34][CH2:33][CH2:32][CH2:31]1)(=[O:29])=[O:28])[C:3]1[C:7]2[C:8](=[O:19])[N:9](C(OC(C)(C)C)=O)[CH2:10][CH2:11][C:6]=2[NH:5][C:4]=1[CH3:20].C([SiH](CC)CC)C.C(O)(C(F)(F)F)=O, predict the reaction product. The product is: [CH3:20][C:4]1[NH:5][C:6]2[CH2:11][CH2:10][NH:9][C:8](=[O:19])[C:7]=2[C:3]=1[CH2:2][C:21]1[CH:26]=[CH:25][CH:24]=[CH:23][C:22]=1[S:27]([N:30]1[CH2:34][CH2:33][CH2:32][CH2:31]1)(=[O:29])=[O:28]. (3) Given the reactants [CH:1]1[C:10]2[CH2:9][CH2:8][CH2:7][CH2:6][C:5]=2[CH:4]=[CH:3][C:2]=1[C:11]1[N:15]([CH2:16][O:17][CH2:18][CH2:19][Si:20]([CH3:23])([CH3:22])[CH3:21])[CH:14]=[N:13][CH:12]=1.[Li]CCCC.CN([CH:32]=[O:33])C, predict the reaction product. The product is: [CH:1]1[C:10]2[CH2:9][CH2:8][CH2:7][CH2:6][C:5]=2[CH:4]=[CH:3][C:2]=1[C:11]1[N:15]([CH2:16][O:17][CH2:18][CH2:19][Si:20]([CH3:23])([CH3:22])[CH3:21])[C:14]([CH:32]=[O:33])=[N:13][CH:12]=1. (4) Given the reactants [C:1]([NH:4][C:5]1[NH:9][N:8]=[C:7]([Br:10])[C:6]=1[C:11]([O:13][CH2:14][CH3:15])=[O:12])(=[O:3])[CH3:2].C1(P(C2C=CC=CC=2)C2C=CC=CC=2)C=CC=CC=1.O[CH:36]1[CH2:41][CH2:40][CH2:39][N:38]([C:42]([O:44][C:45]([CH3:48])([CH3:47])[CH3:46])=[O:43])[CH2:37]1.N(C(OC(C)C)=O)=NC(OC(C)C)=O.[Cl-].[NH4+], predict the reaction product. The product is: [C:1]([NH:4][C:5]1[N:9]([CH:40]2[CH2:41][CH2:36][CH2:37][N:38]([C:42]([O:44][C:45]([CH3:48])([CH3:47])[CH3:46])=[O:43])[CH2:39]2)[N:8]=[C:7]([Br:10])[C:6]=1[C:11]([O:13][CH2:14][CH3:15])=[O:12])(=[O:3])[CH3:2]. (5) Given the reactants [CH3:1][N:2]1[C:6]2[CH:7]=[CH:8][C:9]([C:11]([O:13]CC)=[O:12])=[CH:10][C:5]=2[N:4]=[CH:3]1.[OH-].[Na+].Cl.C(O)(=O)CC(CC(O)=O)(C(O)=O)O, predict the reaction product. The product is: [CH3:1][N:2]1[C:6]2[CH:7]=[CH:8][C:9]([C:11]([OH:13])=[O:12])=[CH:10][C:5]=2[N:4]=[CH:3]1. (6) Given the reactants [Cl:1][C:2]1[CH:3]=[C:4]2[C:8](=[CH:9][CH:10]=1)[NH:7][C:6]([CH3:11])=[CH:5]2.C([BH3-])#N.[Na+], predict the reaction product. The product is: [Cl:1][C:2]1[CH:3]=[C:4]2[C:8](=[CH:9][CH:10]=1)[NH:7][CH:6]([CH3:11])[CH2:5]2. (7) Given the reactants [CH3:1][C:2]([OH:6])([C:4]#[CH:5])[CH3:3].[CH3:7][Si:8](N[Si:8]([CH3:10])([CH3:9])[CH3:7])([CH3:10])[CH3:9], predict the reaction product. The product is: [CH3:7][Si:8]([CH3:10])([CH3:9])[O:6][C:2]([CH3:3])([C:4]#[CH:5])[CH3:1]. (8) Given the reactants [C:1]([CH:3]1[CH2:8][CH:7]2[CH2:9][CH:4]1[CH:5]=[CH:6]2)#[N:2].[CH:10]1[CH2:14][CH2:13][CH2:12][CH:11]=1, predict the reaction product. The product is: [C:1]([CH:3]1[CH2:8][CH:7]2[CH2:9][CH:4]1[CH:5]=[CH:6]2)#[N:2].[CH:10]1[CH2:14][CH2:13][CH2:12][CH:11]=1. (9) Given the reactants [N:1]1[CH:6]=[CH:5][C:4]([CH2:7][CH2:8][C:9]2[C:17]3[C:12](=[CH:13][CH:14]=[CH:15][CH:16]=3)[NH:11][CH:10]=2)=[CH:3][CH:2]=1.[CH3:18][N:19]([CH3:32])[C:20]1([C:27]2[S:28][CH:29]=[CH:30][CH:31]=2)[CH2:25][CH2:24][C:23](=O)[CH2:22][CH2:21]1.FC(F)(F)S(O)(=O)=O, predict the reaction product. The product is: [CH3:18][N:19]([CH3:32])[C:20]1([C:27]2[S:28][CH:29]=[CH:30][CH:31]=2)[CH2:25][CH2:24][C:23]([C:10]2[NH:11][C:12]3[C:17]([C:9]=2[CH2:8][CH2:7][C:4]2[CH:3]=[CH:2][N:1]=[CH:6][CH:5]=2)=[CH:16][CH:15]=[CH:14][CH:13]=3)([C:10]2[NH:11][C:12]3[C:17]([C:9]=2[CH2:8][CH2:7][C:4]2[CH:5]=[CH:6][N:1]=[CH:2][CH:3]=2)=[CH:16][CH:15]=[CH:14][CH:13]=3)[CH2:22][CH2:21]1. (10) Given the reactants [CH3:1][O:2][C:3]1[CH:4]=[C:5]([NH:15][C:16]([NH2:18])=[S:17])[CH:6]=[CH:7][C:8]=1[N:9]1[CH:13]=[C:12]([CH3:14])[N:11]=[CH:10]1.Br[CH:20]1[CH2:25][CH2:24][CH2:23][CH:22]([C:26]2[CH:31]=[CH:30][C:29]([Cl:32])=[CH:28][C:27]=2[Cl:33])[C:21]1=O, predict the reaction product. The product is: [Cl:33][C:27]1[CH:28]=[C:29]([Cl:32])[CH:30]=[CH:31][C:26]=1[CH:22]1[C:21]2[N:18]=[C:16]([NH:15][C:5]3[CH:6]=[CH:7][C:8]([N:9]4[CH:13]=[C:12]([CH3:14])[N:11]=[CH:10]4)=[C:3]([O:2][CH3:1])[CH:4]=3)[S:17][C:20]=2[CH2:25][CH2:24][CH2:23]1.